Dataset: Choline transporter screen with 302,306 compounds. Task: Binary Classification. Given a drug SMILES string, predict its activity (active/inactive) in a high-throughput screening assay against a specified biological target. The drug is O=C1N(CC(N2CCCC2)=N1)c1ccccc1. The result is 0 (inactive).